From a dataset of Full USPTO retrosynthesis dataset with 1.9M reactions from patents (1976-2016). Predict the reactants needed to synthesize the given product. (1) The reactants are: Br[C:2]1[C:3]([C:7]2[CH:8]=[N:9][CH:10]=[CH:11][CH:12]=2)=[N:4][NH:5][CH:6]=1.[Li]CCCC.[CH3:18][S:19]SC. Given the product [CH3:18][S:19][C:2]1[C:3]([C:7]2[CH:8]=[N:9][CH:10]=[CH:11][CH:12]=2)=[N:4][NH:5][CH:6]=1, predict the reactants needed to synthesize it. (2) The reactants are: [CH3:1][C:2]1[CH:7]=[C:6]([N:8]2[CH2:12][CH2:11][CH:10]([N:13]3[CH2:17][CH2:16][CH2:15][CH:14]3[CH3:18])[CH2:9]2)[CH:5]=[CH:4][C:3]=1[NH2:19].[C:20]([N:23]1[CH2:28][CH2:27][CH2:26][CH:25]([C:29]2[CH:37]=[CH:36][C:32]([C:33](O)=[O:34])=[CH:31][CH:30]=2)[CH2:24]1)(=[O:22])[CH3:21]. Given the product [C:20]([N:23]1[CH2:28][CH2:27][CH2:26][CH:25]([C:29]2[CH:30]=[CH:31][C:32]([C:33]([NH:19][C:3]3[CH:4]=[CH:5][C:6]([N:8]4[CH2:12][CH2:11][CH:10]([N:13]5[CH2:17][CH2:16][CH2:15][CH:14]5[CH3:18])[CH2:9]4)=[CH:7][C:2]=3[CH3:1])=[O:34])=[CH:36][CH:37]=2)[CH2:24]1)(=[O:22])[CH3:21], predict the reactants needed to synthesize it. (3) Given the product [C:1]([C:5]1[CH:28]=[CH:27][C:8]([C:9]([NH:11][C:12]2[CH:17]=[CH:16][CH:15]=[C:14]([C:18]3[CH:23]=[CH:22][N:21]=[C:20]4[NH:24][C:41]([C:40]5[CH:43]=[CH:44][C:37]([C:35]([N:29]6[CH2:34][CH2:33][O:32][CH2:31][CH2:30]6)=[O:36])=[CH:38][CH:39]=5)=[N:25][C:19]=34)[C:13]=2[CH3:26])=[O:10])=[CH:7][CH:6]=1)([CH3:4])([CH3:2])[CH3:3], predict the reactants needed to synthesize it. The reactants are: [C:1]([C:5]1[CH:28]=[CH:27][C:8]([C:9]([NH:11][C:12]2[CH:17]=[CH:16][CH:15]=[C:14]([C:18]3[CH:23]=[CH:22][N:21]=[C:20]([NH2:24])[C:19]=3[NH2:25])[C:13]=2[CH3:26])=[O:10])=[CH:7][CH:6]=1)([CH3:4])([CH3:3])[CH3:2].[N:29]1([C:35]([C:37]2[CH:44]=[CH:43][C:40]([CH:41]=O)=[CH:39][CH:38]=2)=[O:36])[CH2:34][CH2:33][O:32][CH2:31][CH2:30]1.CC1C=CC(S(O)(=O)=O)=CC=1. (4) The reactants are: [CH3:1][O:2][C:3]1[CH:4]=[C:5]([OH:9])[CH:6]=[CH:7][CH:8]=1.[H-].[Na+].[CH2:12]([O:14][C:15](=[O:18])[CH2:16]Br)[CH3:13]. Given the product [CH2:12]([O:14][C:15](=[O:18])[CH2:16][O:9][C:5]1[CH:6]=[CH:7][CH:8]=[C:3]([O:2][CH3:1])[CH:4]=1)[CH3:13], predict the reactants needed to synthesize it. (5) Given the product [CH3:1][O:2][C:3]1[CH:4]=[C:5]2[C:10](=[CH:11][C:12]=1[O:13][CH3:14])[N:9]=[C:8]([O:15][CH:16]1[CH2:21][CH2:20][CH:19]([O:22][CH3:25])[CH2:18][CH2:17]1)[CH:7]=[N:6]2, predict the reactants needed to synthesize it. The reactants are: [CH3:1][O:2][C:3]1[CH:4]=[C:5]2[C:10](=[CH:11][C:12]=1[O:13][CH3:14])[N:9]=[C:8]([O:15][C@H:16]1[CH2:21][CH2:20][C@H:19]([OH:22])[CH2:18][CH2:17]1)[CH:7]=[N:6]2.[H-].[Na+].[CH3:25]I. (6) Given the product [Cl:1][C:2]1[C:7](/[CH:11]=[CH:10]/[O:12][CH2:13][CH3:14])=[CH:6][CH:5]=[C:4]([Cl:9])[N:3]=1, predict the reactants needed to synthesize it. The reactants are: [Cl:1][C:2]1[C:7](I)=[CH:6][CH:5]=[C:4]([Cl:9])[N:3]=1.[CH2:10]([O:12]/[CH:13]=[CH:14]/B1OC(C)(C)C(C)(C)O1)[CH3:11]. (7) Given the product [C:26]([O:29][CH:30]1[CH2:31][CH2:22][CH:20]([O:8][CH2:1][C:2]2[CH:3]=[CH:4][CH:5]=[CH:6][CH:7]=2)[CH2:21][O:32]1)(=[O:28])[CH3:27], predict the reactants needed to synthesize it. The reactants are: [CH2:1]([O:8]OC1COC(O)CC1)[C:2]1[CH:7]=[CH:6][CH:5]=[CH:4][CH:3]=1.CCN(C(C)C)[CH:20]([CH3:22])[CH3:21].[C:26]([O:29][C:30](=[O:32])[CH3:31])(=[O:28])[CH3:27]. (8) Given the product [CH2:1]([O:3][P:4]([C:9]([F:11])([F:10])[CH:23]([OH:24])[CH2:22][C:21]([C:26]1[CH:31]=[C:30]([F:32])[CH:29]=[CH:28][C:27]=1[O:33][CH3:34])([CH3:25])[CH3:20])(=[O:8])[O:5][CH2:6][CH3:7])[CH3:2], predict the reactants needed to synthesize it. The reactants are: [CH2:1]([O:3][P:4]([CH:9]([F:11])[F:10])(=[O:8])[O:5][CH2:6][CH3:7])[CH3:2].[Li+].CC([N-]C(C)C)C.[CH3:20][C:21]([C:26]1[CH:31]=[C:30]([F:32])[CH:29]=[CH:28][C:27]=1[O:33][CH3:34])([CH3:25])[CH2:22][CH:23]=[O:24].C(O)(=O)C. (9) Given the product [N:1]1([C:6]2[CH:7]=[CH:8][C:9]([C:12]3[CH:17]=[CH:16][C:15]([NH2:18])=[CH:14][CH:13]=3)=[CH:10][CH:11]=2)[CH:2]=[CH:3][CH:4]=[CH:5]1, predict the reactants needed to synthesize it. The reactants are: [N:1]1([C:6]2[CH:11]=[CH:10][C:9]([C:12]3[CH:17]=[CH:16][C:15]([N+:18]([O-])=O)=[CH:14][CH:13]=3)=[CH:8][CH:7]=2)[CH:5]=[CH:4][CH:3]=[CH:2]1.C([BH3-])#N.[Na+]. (10) Given the product [F:1][C:2]1[CH:7]=[C:6]([I:8])[CH:5]=[CH:4][C:3]=1[NH:9][C:10]1[N:11]([CH3:36])[C:12](=[O:35])[C:13]([CH3:34])=[C:14]2[C:19]=1[C:18](=[O:20])[N:17]([CH3:21])[C:16](=[O:22])[N:15]2[C:23]1[CH:28]=[CH:27][CH:26]=[C:25]([C:29]2([F:43])[CH2:32][O:31][CH2:30]2)[CH:24]=1, predict the reactants needed to synthesize it. The reactants are: [F:1][C:2]1[CH:7]=[C:6]([I:8])[CH:5]=[CH:4][C:3]=1[NH:9][C:10]1[N:11]([CH3:36])[C:12](=[O:35])[C:13]([CH3:34])=[C:14]2[C:19]=1[C:18](=[O:20])[N:17]([CH3:21])[C:16](=[O:22])[N:15]2[C:23]1[CH:28]=[CH:27][CH:26]=[C:25]([C:29]2(O)[CH2:32][O:31][CH2:30]2)[CH:24]=1.CCN(S(F)(F)[F:43])CC.